Predict which catalyst facilitates the given reaction. From a dataset of Catalyst prediction with 721,799 reactions and 888 catalyst types from USPTO. (1) Reactant: [C:1]([N:8]1[CH2:13][CH2:12][CH2:11][C:10](=O)[CH2:9]1)([O:3][C:4]([CH3:7])([CH3:6])[CH3:5])=[O:2].[OH-:15].[K+].II. Product: [O:15]1[CH2:12][CH2:13][N:8]([C:11]2[CH2:12][CH2:13][N:8]([C:1]([O:3][C:4]([CH3:7])([CH3:6])[CH3:5])=[O:2])[CH2:9][CH:10]=2)[CH2:9][CH2:10]1. The catalyst class is: 18. (2) Reactant: [F:1][C:2]1[CH:23]=[CH:22][CH:21]=[C:20]([F:24])[C:3]=1[CH2:4][O:5][C:6]1[C:7]2[N:8]([C:13]([C:17]([OH:19])=O)=[C:14]([CH3:16])[N:15]=2)[CH:9]=[C:10]([CH3:12])[CH:11]=1.Cl.C[N:27](C)CCCN=C=NCC.O.ON1C2C=CC=CC=2N=N1.[Cl-].[NH4+].C(N(CC)C(C)C)(C)C. Product: [F:1][C:2]1[CH:23]=[CH:22][CH:21]=[C:20]([F:24])[C:3]=1[CH2:4][O:5][C:6]1[C:7]2[N:8]([C:13]([C:17]([NH2:27])=[O:19])=[C:14]([CH3:16])[N:15]=2)[CH:9]=[C:10]([CH3:12])[CH:11]=1. The catalyst class is: 46.